From a dataset of Forward reaction prediction with 1.9M reactions from USPTO patents (1976-2016). Predict the product of the given reaction. (1) Given the reactants [CH3:1][C:2]1[N:6]([C@@H:7]2[CH2:12][CH2:11][N:10](C(OC(C)(C)C)=O)[CH2:9][C@H:8]2[CH2:20][OH:21])[C:5]2[CH:22]=[CH:23][C:24]([CH3:26])=[CH:25][C:4]=2[N:3]=1.[ClH:27], predict the reaction product. The product is: [ClH:27].[ClH:27].[CH3:1][C:2]1[N:6]([C@@H:7]2[CH2:12][CH2:11][NH:10][CH2:9][C@H:8]2[CH2:20][OH:21])[C:5]2[CH:22]=[CH:23][C:24]([CH3:26])=[CH:25][C:4]=2[N:3]=1. (2) Given the reactants [CH3:1][N:2]([CH3:37])[S:3]([N:6]1[CH:10]=[CH:9][N:8]=[C:7]1[CH2:11][N:12]([CH2:25][C:26]1[N:27]([S:31]([N:34]([CH3:36])[CH3:35])(=[O:33])=[O:32])[CH:28]=[CH:29][N:30]=1)[C:13]([C:15]1[CH:16]=[C:17]2[C:22](=[CH:23][CH:24]=1)[CH2:21][NH:20][CH2:19][CH2:18]2)=[O:14])(=[O:5])=[O:4].[CH2:38]([N:41]([CH2:49][CH2:50][CH3:51])[CH:42]1[CH2:47][CH2:46][C:45](=O)[CH2:44][CH2:43]1)[CH2:39][CH3:40], predict the reaction product. The product is: [CH3:35][N:34]([CH3:36])[S:31]([N:27]1[CH:28]=[CH:29][N:30]=[C:26]1[CH2:25][N:12]([CH2:11][C:7]1[N:6]([S:3]([N:2]([CH3:37])[CH3:1])(=[O:4])=[O:5])[CH:10]=[CH:9][N:8]=1)[C:13]([C:15]1[CH:16]=[C:17]2[C:22](=[CH:23][CH:24]=1)[CH2:21][N:20]([CH:45]1[CH2:46][CH2:47][CH:42]([N:41]([CH2:49][CH2:50][CH3:51])[CH2:38][CH2:39][CH3:40])[CH2:43][CH2:44]1)[CH2:19][CH2:18]2)=[O:14])(=[O:33])=[O:32]. (3) Given the reactants [Cl:1][C:2]1[CH:3]=[C:4]([CH:9]([O:13][CH:14]2[CH2:19][CH2:18][O:17][CH2:16][CH2:15]2)[C:10](O)=[O:11])[CH:5]=[CH:6][C:7]=1[Cl:8].C(Cl)(=O)C(Cl)=O.C[Si](C)(C)[NH:28][Si](C)(C)C, predict the reaction product. The product is: [Cl:1][C:2]1[CH:3]=[C:4]([CH:9]([O:13][CH:14]2[CH2:19][CH2:18][O:17][CH2:16][CH2:15]2)[C:10]([NH2:28])=[O:11])[CH:5]=[CH:6][C:7]=1[Cl:8]. (4) The product is: [S:2]1[CH:6]=[CH:5][C:4]([CH2:7][CH2:8][NH:9][C:17](=[O:24])[C:18]2[CH:23]=[CH:22][CH:21]=[CH:20][CH:19]=2)=[CH:3]1. Given the reactants Cl.[S:2]1[CH:6]=[CH:5][C:4]([CH2:7][CH2:8][NH2:9])=[CH:3]1.C(N(CC)CC)C.[C:17](Cl)(=[O:24])[C:18]1[CH:23]=[CH:22][CH:21]=[CH:20][CH:19]=1, predict the reaction product. (5) Given the reactants [CH2:1]([O:3][C:4](=[O:55])[CH2:5][N:6]([C:8](=[O:54])[C@@H:9]([NH:25][C:26](=[O:53])[C@@H:27]([NH2:52])[CH2:28][CH2:29][CH2:30][NH:31]/[C:32](/[NH2:51])=[N:33]\[S:34]([C:37]1[C:38]([CH3:50])=[C:39]([CH3:49])[C:40]2[O:44][C:43]([CH3:46])([CH3:45])[CH2:42][C:41]=2[C:47]=1[CH3:48])(=[O:36])=[O:35])[CH2:10][N:11]([CH3:24])[S:12]([C:15]1[CH:20]=[CH:19][CH:18]=[CH:17][C:16]=1[N+:21]([O-:23])=[O:22])(=[O:14])=[O:13])[CH3:7])[CH3:2].CCN(C(C)C)C(C)C.[CH3:65][C:66](OC(C)=O)=[O:67], predict the reaction product. The product is: [CH2:1]([O:3][C:4](=[O:55])[CH2:5][N:6]([C:8](=[O:54])[C@@H:9]([NH:25][C:26](=[O:53])[C@@H:27]([NH:52][C:66](=[O:67])[CH3:65])[CH2:28][CH2:29][CH2:30][NH:31]/[C:32](/[NH2:51])=[N:33]\[S:34]([C:37]1[C:38]([CH3:50])=[C:39]([CH3:49])[C:40]2[O:44][C:43]([CH3:45])([CH3:46])[CH2:42][C:41]=2[C:47]=1[CH3:48])(=[O:35])=[O:36])[CH2:10][N:11]([CH3:24])[S:12]([C:15]1[CH:20]=[CH:19][CH:18]=[CH:17][C:16]=1[N+:21]([O-:23])=[O:22])(=[O:14])=[O:13])[CH3:7])[CH3:2]. (6) Given the reactants [CH3:1][O:2][C:3]1[CH:8]=[CH:7][C:6]([NH:9][CH3:10])=[CH:5][CH:4]=1.Br[C:12]1[CH:17]=[CH:16][C:15]([CH:18]([CH3:20])[CH3:19])=[C:14]([N+:21]([O-:23])=[O:22])[CH:13]=1, predict the reaction product. The product is: [CH:18]([C:15]1[CH:16]=[CH:17][C:12]([N:9]([C:6]2[CH:7]=[CH:8][C:3]([O:2][CH3:1])=[CH:4][CH:5]=2)[CH3:10])=[CH:13][C:14]=1[N+:21]([O-:23])=[O:22])([CH3:20])[CH3:19]. (7) Given the reactants [CH3:1][O:2][C:3]1[CH:4]=[C:5]2[C:10](=[CH:11][C:12]=1[O:13][CH3:14])[N:9]=[CH:8][CH:7]=[C:6]2[O:15][C:16]1[C:22]([CH3:23])=[CH:21][C:19]([NH2:20])=[C:18]([CH3:24])[CH:17]=1.C(N(CC)CC)C.ClC(Cl)(O[C:36](=[O:42])OC(Cl)(Cl)Cl)Cl.[CH:44]([N:47]([CH:51]([CH3:53])[CH3:52])[CH2:48][CH2:49][NH2:50])([CH3:46])[CH3:45], predict the reaction product. The product is: [CH:44]([N:47]([CH:51]([CH3:53])[CH3:52])[CH2:48][CH2:49][NH:50][C:36]([NH:20][C:19]1[CH:21]=[C:22]([CH3:23])[C:16]([O:15][C:6]2[C:5]3[C:10](=[CH:11][C:12]([O:13][CH3:14])=[C:3]([O:2][CH3:1])[CH:4]=3)[N:9]=[CH:8][CH:7]=2)=[CH:17][C:18]=1[CH3:24])=[O:42])([CH3:46])[CH3:45]. (8) The product is: [F:7][C:8]1[CH:9]=[C:10]([N+:16]([O-:18])=[O:17])[C:11]2[O:15][CH2:21][CH2:20][O:14][C:12]=2[CH:13]=1. Given the reactants C([O-])([O-])=O.[K+].[K+].[F:7][C:8]1[CH:13]=[C:12]([OH:14])[C:11]([OH:15])=[C:10]([N+:16]([O-:18])=[O:17])[CH:9]=1.Br[CH2:20][CH2:21]Br, predict the reaction product. (9) Given the reactants Br[C:2]1[CH:3]=[C:4]([NH:10][S:11]([CH3:14])(=[O:13])=[O:12])[C:5]([O:8][CH3:9])=[N:6][CH:7]=1.[N:15]1[C:24]2[C:19](=[CH:20][C:21](B(O)O)=[CH:22][CH:23]=2)[CH:18]=[CH:17][CH:16]=1.C(=O)([O-])[O-].[K+].[K+], predict the reaction product. The product is: [CH3:9][O:8][C:5]1[C:4]([NH:10][S:11]([CH3:14])(=[O:13])=[O:12])=[CH:3][C:2]([C:21]2[CH:20]=[C:19]3[C:24](=[CH:23][CH:22]=2)[N:15]=[CH:16][CH:17]=[CH:18]3)=[CH:7][N:6]=1. (10) Given the reactants [CH3:1][Mg]Br.[F:4][C:5]1[N:10]=[CH:9][C:8]([CH:11]=[O:12])=[CH:7][CH:6]=1, predict the reaction product. The product is: [F:4][C:5]1[N:10]=[CH:9][C:8]([CH:11]([OH:12])[CH3:1])=[CH:7][CH:6]=1.